Dataset: Full USPTO retrosynthesis dataset with 1.9M reactions from patents (1976-2016). Task: Predict the reactants needed to synthesize the given product. (1) Given the product [O:31]=[C:26]1[C:25]2[NH:32][CH:33]=[CH:34][C:24]=2[C:23]2[CH:22]=[C:21]([C:19]3[CH:18]=[CH:17][N:14]=[C:12]([NH:11][C:5]4[CH:10]=[CH:9][CH:8]=[CH:7][CH:6]=4)[N:13]=3)[CH:30]=[CH:29][C:28]=2[NH:27]1.[CH2:36]([C:38]([O-:40])=[O:39])[CH3:37], predict the reactants needed to synthesize it. The reactants are: C(=O)(O)O.[C:5]1([NH:11][C:12]([NH2:14])=[NH:13])[CH:10]=[CH:9][CH:8]=[CH:7][CH:6]=1.CN(C)[CH:17]=[CH:18][C:19]([C:21]1[CH:30]=[CH:29][C:28]2[NH:27][C:26](=[O:31])[C:25]3[NH:32][CH:33]=[CH:34][C:24]=3[C:23]=2[CH:22]=1)=O.[CH2:36]([C:38]([O-:40])=[O:39])[CH3:37]. (2) Given the product [CH3:1][CH2:2][CH2:3][CH:4]1[O:24][C@:23]2([C:25]([CH2:27][OH:28])=[O:26])[C@@H:6]([CH2:7][C@@H:8]3[C@:22]2([CH3:29])[CH2:21][C@H:20]([OH:30])[C@H:19]2[C@H:9]3[CH2:10][CH2:11][C:12]3[C@:18]2([CH3:31])[CH:17]=[CH:16][C:14](=[O:15])[CH:13]=3)[O:5]1.[CH2:32]([NH:36][C:37](=[O:38])[O-:39])[CH2:33][CH2:34][CH3:35], predict the reactants needed to synthesize it. The reactants are: [CH3:1][CH2:2][CH2:3][CH:4]1[O:24][C@:23]2([C:25]([CH2:27][OH:28])=[O:26])[C@@H:6]([CH2:7][C@@H:8]3[C@:22]2([CH3:29])[CH2:21][C@H:20]([OH:30])[C@H:19]2[C@H:9]3[CH2:10][CH2:11][C:12]3[C@:18]2([CH3:31])[CH:17]=[CH:16][C:14](=[O:15])[CH:13]=3)[O:5]1.[CH2:32]([N:36]=[C:37]=[O:38])[CH2:33][CH2:34][CH3:35].[OH2:39]. (3) The reactants are: [I-].C[CH:3]=[N+:4]=[CH:5]C.[CH3:7][C:8]1[N:9]=[C:10]2[C:15]([OH:16])=[CH:14][C:13]([C:17]([O:19][CH2:20][CH3:21])=[O:18])=[CH:12][N:11]2[C:22]=1[CH3:23].[C:24](=O)([O-])O.[Na+]. Given the product [CH3:7][C:8]1[N:9]=[C:10]2[C:15]([OH:16])=[C:14]([CH2:3][N:4]([CH3:5])[CH3:24])[C:13]([C:17]([O:19][CH2:20][CH3:21])=[O:18])=[CH:12][N:11]2[C:22]=1[CH3:23], predict the reactants needed to synthesize it. (4) Given the product [Cl:1][C:2]1[CH:7]=[CH:6][C:5]([CH:8]([NH:23][C:24]2[CH:25]=[C:26]([CH3:32])[C:27](=[O:31])[N:28]([CH3:30])[CH:29]=2)[C:9]2[CH:10]=[N:11][N:12]([CH:19]3[CH2:21][CH2:20]3)[C:13]=2[C:14]([O:16][CH2:17][CH3:18])=[O:15])=[CH:4][CH:3]=1, predict the reactants needed to synthesize it. The reactants are: [Cl:1][C:2]1[CH:7]=[CH:6][C:5]([CH:8](O)[C:9]2[CH:10]=[N:11][N:12]([CH:19]3[CH2:21][CH2:20]3)[C:13]=2[C:14]([O:16][CH2:17][CH3:18])=[O:15])=[CH:4][CH:3]=1.[NH2:23][C:24]1[CH:25]=[C:26]([CH3:32])[C:27](=[O:31])[N:28]([CH3:30])[CH:29]=1. (5) Given the product [Cl:1][C:2]1[C:7]2[CH:8]=[CH:9][N:10]([CH3:11])[C:6]=2[C:5]([C:12]([N:38]2[CH2:43][CH2:42][O:41][CH2:40][CH2:39]2)=[O:14])=[CH:4][N:3]=1, predict the reactants needed to synthesize it. The reactants are: [Cl:1][C:2]1[C:7]2[CH:8]=[CH:9][N:10]([CH3:11])[C:6]=2[C:5]([C:12]([OH:14])=O)=[CH:4][N:3]=1.CN(C)CCCN=C=NCC.ON1C2C=CC=CC=2N=N1.C([N:38]1[CH2:43][CH2:42][O:41][CH2:40][CH2:39]1)C.N1CCOCC1. (6) Given the product [N:5]1([CH2:4][C:3]([NH:13][NH2:14])=[O:2])[CH2:10][CH2:9][O:8][CH2:7][CH2:6]1, predict the reactants needed to synthesize it. The reactants are: C[O:2][C:3](=O)[CH2:4][N:5]1[CH2:10][CH2:9][O:8][CH2:7][CH2:6]1.O.[NH2:13][NH2:14]. (7) Given the product [CH3:1][O:2][C:3](=[O:13])[CH2:4][CH2:5][C:6]([N:8]1[CH2:9][CH:10]2[CH:11]([O:22]2)[CH2:12]1)=[O:7], predict the reactants needed to synthesize it. The reactants are: [CH3:1][O:2][C:3](=[O:13])[CH2:4][CH2:5][C:6]([N:8]1[CH2:12][CH:11]=[CH:10][CH2:9]1)=[O:7].C1C=C(Cl)C=C(C(OO)=[O:22])C=1.